This data is from Reaction yield outcomes from USPTO patents with 853,638 reactions. The task is: Predict the reaction yield, written as a fraction of the theoretical maximum amount of product (1.0 means a 100% yield; for example, 0.34 means a 34% yield). (1) The reactants are [Br:1][C:2]1[C:7]([N+:8]([O-:10])=[O:9])=[CH:6][C:5]([OH:11])=[C:4]([CH:12]2[CH2:17][CH2:16][CH2:15][CH2:14][CH2:13]2)[CH:3]=1.C([O-])([O-])=O.[Cs+].[Cs+].[CH2:24](Br)[C:25]1[CH:30]=[CH:29][CH:28]=[CH:27][CH:26]=1. The catalyst is CN(C=O)C. The product is [CH2:24]([O:11][C:5]1[CH:6]=[C:7]([N+:8]([O-:10])=[O:9])[C:2]([Br:1])=[CH:3][C:4]=1[CH:12]1[CH2:17][CH2:16][CH2:15][CH2:14][CH2:13]1)[C:25]1[CH:30]=[CH:29][CH:28]=[CH:27][CH:26]=1. The yield is 0.870. (2) The reactants are [NH:1]1[CH2:6][CH2:5][O:4][CH2:3][CH2:2]1.C(O[BH-](OC(=O)C)OC(=O)C)(=O)C.[Na+].C(O)(=O)C.C(OC([N:32]1[CH2:37][CH2:36][C:35](=O)[CH2:34][CH2:33]1)=O)(C)(C)C.C(=O)([O-])O.[Na+]. The catalyst is ClCCl. The product is [N:1]1([CH:35]2[CH2:36][CH2:37][NH:32][CH2:33][CH2:34]2)[CH2:6][CH2:5][O:4][CH2:3][CH2:2]1. The yield is 0.740. (3) The reactants are [N:1]1([CH2:7][CH2:8][NH2:9])[CH2:6][CH2:5][O:4][CH2:3][CH2:2]1.[C:10]([C:14]1[CH:15]=[CH:16][C:17]2[N+:22]([O-:23])=[N:21][C:20](Cl)=[N:19][C:18]=2[CH:25]=1)([CH3:13])([CH3:12])[CH3:11]. The catalyst is COCCOC. The product is [C:10]([C:14]1[CH:15]=[CH:16][C:17]2[N+:22]([O-:23])=[N:21][C:20]([NH:9][CH2:8][CH2:7][N:1]3[CH2:6][CH2:5][O:4][CH2:3][CH2:2]3)=[N:19][C:18]=2[CH:25]=1)([CH3:13])([CH3:11])[CH3:12]. The yield is 0.970. (4) The reactants are [Cl:1][S:2]([OH:5])(=O)=[O:3].[NH:6]1[C:14]2[C:9](=[CH:10][CH:11]=[CH:12][CH:13]=2)[CH2:8][C:7]1=[O:15]. The catalyst is O. The product is [Cl:1][S:2]([C:11]1[CH:10]=[C:9]2[C:14](=[CH:13][CH:12]=1)[NH:6][C:7](=[O:15])[CH2:8]2)(=[O:5])=[O:3]. The yield is 0.500. (5) The yield is 0.400. The reactants are [O:1]=[C:2]1[C:11]2[NH:12][CH:13]=[C:14]([C:15]([OH:17])=O)[C:10]=2[C:9]2[CH:8]=[CH:7][CH:6]=[CH:5][C:4]=2[NH:3]1.[NH2:18][CH2:19][CH2:20][C:21]1[C:29]2[C:24](=[CH:25][CH:26]=[CH:27][CH:28]=2)[NH:23][CH:22]=1. The catalyst is C(OCC)C. The product is [NH:23]1[C:24]2[C:29](=[CH:28][CH:27]=[CH:26][CH:25]=2)[C:21]([CH2:20][CH2:19][NH:18][C:15]([C:14]2[C:10]3[C:9]4[CH:8]=[CH:7][CH:6]=[CH:5][C:4]=4[NH:3][C:2](=[O:1])[C:11]=3[NH:12][CH:13]=2)=[O:17])=[CH:22]1. (6) The reactants are Br[C:2]1[CH:11]=[CH:10][C:5]2[O:6][CH2:7][CH2:8][O:9][C:4]=2[C:3]=1[F:12].[Li]CCCC.CN([CH:21]=[O:22])C. The catalyst is C1COCC1. The product is [F:12][C:3]1[C:4]2[O:9][CH2:8][CH2:7][O:6][C:5]=2[CH:10]=[CH:11][C:2]=1[CH:21]=[O:22]. The yield is 0.220. (7) The reactants are [N:1]1([C:7]([O:9][C:10]([CH3:13])([CH3:12])[CH3:11])=[O:8])[CH2:6][CH2:5][NH:4][CH2:3][CH2:2]1.[I-].[K+].C(=O)([O-])[O-].[K+].[K+].Br[CH:23]([C:25]1[CH:26]=[CH:27][C:28]([F:31])=[N:29][CH:30]=1)[CH3:24]. The yield is 0.730. The product is [F:31][C:28]1[N:29]=[CH:30][C:25]([CH:23]([N:4]2[CH2:5][CH2:6][N:1]([C:7]([O:9][C:10]([CH3:13])([CH3:12])[CH3:11])=[O:8])[CH2:2][CH2:3]2)[CH3:24])=[CH:26][CH:27]=1. The catalyst is C(#N)C.